This data is from CYP2C9 inhibition data for predicting drug metabolism from PubChem BioAssay. The task is: Regression/Classification. Given a drug SMILES string, predict its absorption, distribution, metabolism, or excretion properties. Task type varies by dataset: regression for continuous measurements (e.g., permeability, clearance, half-life) or binary classification for categorical outcomes (e.g., BBB penetration, CYP inhibition). Dataset: cyp2c9_veith. (1) The compound is O=c1c(-c2cc(F)cc(F)c2)nc2cnc(N3CCNCC3)nc2n1C1CC1. The result is 1 (inhibitor). (2) The compound is COCCn1c(=O)c(C)nc2cnc(N(C)C)nc21. The result is 0 (non-inhibitor). (3) The compound is CCOC(=O)c1ncn2c1CN(C)C(=O)c1cc(F)ccc1-2. The result is 0 (non-inhibitor). (4) The drug is CC1=C2C(=O)[C@@H]3[C@@H](CC=C4C[C@@H](O)CC[C@@]43C)[C@H]2CC[C@@]12O[C@H]1C[C@H](C)CN[C@H]1[C@@H]2C. The result is 0 (non-inhibitor). (5) The molecule is COc1ccccc1CNc1ncncc1-c1ccccc1C. The result is 0 (non-inhibitor). (6) The molecule is COc1cc(COc2cc(N)c(Cl)cc2C(=O)CCC2CCN(CCNS(C)(=O)=O)CC2)cc(OC)c1. The result is 0 (non-inhibitor). (7) The compound is O=C(Nc1ccccc1C(=O)Nc1ccc2c(c1)OCO2)c1ccco1. The result is 1 (inhibitor).